From a dataset of Catalyst prediction with 721,799 reactions and 888 catalyst types from USPTO. Predict which catalyst facilitates the given reaction. (1) Reactant: [C:1]([NH:8][CH2:9][CH2:10][NH2:11])([O:3][C:4]([CH3:7])(C)C)=[O:2].[CH2:12]([CH:15]([CH2:19][C:20]#[CH:21])[C:16](O)=O)[C:13]#[CH:14].CN([C:25]([O:29]N1N=NC2C=CC=CC1=2)=[N+](C)C)C.[B-](F)(F)(F)F.[CH3:44][CH2:45]N(C(C)C)C(C)C. Product: [CH2:4]([O:3][C:1](=[O:2])[NH:8][CH2:9][CH2:10][NH:11][C:25](=[O:29])[CH2:16][CH:15]([CH2:19][C:20]#[CH:21])[CH2:12][C:13]#[CH:14])[CH2:7][CH2:44][CH3:45]. The catalyst class is: 23. (2) Product: [OH:26][NH:8][C:9]1([CH2:18][C:19]2[CH:24]=[CH:23][C:22]([Cl:25])=[CH:21][CH:20]=2)[C:14](=[O:15])[NH:13][C:12](=[O:16])[NH:11][C:10]1=[O:17]. Reactant: C(OC([N:8]([OH:26])[C:9]1([CH2:18][C:19]2[CH:24]=[CH:23][C:22]([Cl:25])=[CH:21][CH:20]=2)[C:14](=[O:15])[NH:13][C:12](=[O:16])[NH:11][C:10]1=[O:17])=O)(C)(C)C. The catalyst class is: 361. (3) Reactant: [F:1][C:2]1[C:10]([NH:11][S:12]([CH2:15][CH2:16][CH3:17])(=[O:14])=[O:13])=[CH:9][CH:8]=[C:7]([F:18])[C:3]=1[C:4](O)=[O:5].S(Cl)([Cl:21])=O. Product: [F:1][C:2]1[C:10]([NH:11][S:12]([CH2:15][CH2:16][CH3:17])(=[O:14])=[O:13])=[CH:9][CH:8]=[C:7]([F:18])[C:3]=1[C:4]([Cl:21])=[O:5]. The catalyst class is: 11.